Task: Predict the reaction yield, written as a fraction of the theoretical maximum amount of product (1.0 means a 100% yield; for example, 0.34 means a 34% yield).. Dataset: Reaction yield outcomes from USPTO patents with 853,638 reactions The reactants are [CH3:1][C:2]1[N:3]=[C:4]2[C:9]([O:10]CC3C=CC(OC)=CC=3)=[CH:8][C:7]([N:20]3[CH:25]=[CH:24][CH:23]=[CH:22][C:21]3=[O:26])=[CH:6][N:5]2[CH:27]=1.[F:28][C:29]([F:34])([F:33])[C:30]([OH:32])=[O:31]. The catalyst is ClCCl. The product is [F:28][C:29]([F:34])([F:33])[C:30]([OH:32])=[O:31].[OH:10][C:9]1[C:4]2[N:5]([CH:27]=[C:2]([CH3:1])[N:3]=2)[CH:6]=[C:7]([N:20]2[CH:25]=[CH:24][CH:23]=[CH:22][C:21]2=[O:26])[CH:8]=1. The yield is 0.790.